Dataset: Forward reaction prediction with 1.9M reactions from USPTO patents (1976-2016). Task: Predict the product of the given reaction. Given the reactants [CH2:1]([C@@:3]1([C:16]([N:18]2[CH2:23][CH2:22][N:21]([C:24]3[CH:29]=[C:28]([C:30]([F:33])([F:32])[F:31])[CH:27]=[CH:26][N:25]=3)[CH2:20][CH2:19]2)=[O:17])[CH2:7][CH2:6][C@H:5]([NH:8]C(=O)OC(C)(C)C)[CH2:4]1)[CH3:2].[ClH:34], predict the reaction product. The product is: [ClH:34].[ClH:34].[CH2:1]([C@@:3]1([C:16]([N:18]2[CH2:23][CH2:22][N:21]([C:24]3[CH:29]=[C:28]([C:30]([F:33])([F:32])[F:31])[CH:27]=[CH:26][N:25]=3)[CH2:20][CH2:19]2)=[O:17])[CH2:7][CH2:6][C@H:5]([NH2:8])[CH2:4]1)[CH3:2].